Dataset: Full USPTO retrosynthesis dataset with 1.9M reactions from patents (1976-2016). Task: Predict the reactants needed to synthesize the given product. Given the product [Cl:1][C:2]1[CH:7]=[C:6]2[N:8]([C:47]([O:49][CH2:50][CH2:51][CH2:52][CH2:53][CH2:54][CH3:55])=[O:48])[C:9](=[O:45])[C:10]3([CH:15]([C:16]4[CH:21]=[C:20]([Cl:22])[CH:19]=[CH:18][C:17]=4[O:23][C:24]([CH2:34][CH3:35])([C:27]([NH:29][S:30]([CH3:33])(=[O:32])=[O:31])=[O:28])[CH2:25][CH3:26])[CH2:14][C:13](=[O:36])[NH:12][CH:11]3[C:37]3[CH:42]=[C:41]([F:43])[CH:40]=[CH:39][C:38]=3[CH3:44])[C:5]2=[CH:4][CH:3]=1, predict the reactants needed to synthesize it. The reactants are: [Cl:1][C:2]1[CH:7]=[C:6]2[NH:8][C:9](=[O:45])[C:10]3([CH:15]([C:16]4[CH:21]=[C:20]([Cl:22])[CH:19]=[CH:18][C:17]=4[O:23][C:24]([CH2:34][CH3:35])([C:27]([NH:29][S:30]([CH3:33])(=[O:32])=[O:31])=[O:28])[CH2:25][CH3:26])[CH2:14][C:13](=[O:36])[NH:12][CH:11]3[C:37]3[CH:42]=[C:41]([F:43])[CH:40]=[CH:39][C:38]=3[CH3:44])[C:5]2=[CH:4][CH:3]=1.Cl[C:47]([O:49][CH2:50][CH2:51][CH2:52][CH2:53][CH2:54][CH3:55])=[O:48].